The task is: Predict which catalyst facilitates the given reaction.. This data is from Catalyst prediction with 721,799 reactions and 888 catalyst types from USPTO. Reactant: [C:1]([C:3]1([C:6]2[CH:7]=[C:8]([CH2:44][CH2:45][CH2:46][NH:47]C(=O)OC(C)(C)C)[CH:9]=[C:10]([C:12]3[CH:17]=[CH:16][N:15]=[C:14]4[N:18](C(C5C=CC=CC=5)(C5C=CC=CC=5)C5C=CC=CC=5)[N:19]=[C:20]([C:21]([F:24])([F:23])[F:22])[C:13]=34)[CH:11]=2)[CH2:5][CH2:4]1)#[N:2].C([SiH](CC)CC)C.C(O)(C(F)(F)F)=O. Product: [NH2:47][CH2:46][CH2:45][CH2:44][C:8]1[CH:7]=[C:6]([C:3]2([C:1]#[N:2])[CH2:5][CH2:4]2)[CH:11]=[C:10]([C:12]2[CH:17]=[CH:16][N:15]=[C:14]3[NH:18][N:19]=[C:20]([C:21]([F:23])([F:24])[F:22])[C:13]=23)[CH:9]=1. The catalyst class is: 2.